This data is from Full USPTO retrosynthesis dataset with 1.9M reactions from patents (1976-2016). The task is: Predict the reactants needed to synthesize the given product. (1) Given the product [F:18][C:4]1[CH:3]=[C:2]([C:23]2[CH:24]=[CH:25][C:20]([F:19])=[CH:21][CH:22]=2)[C:10]2[N:9]3[CH:11]([CH3:17])[CH2:12][CH2:13][NH:14][C:15](=[O:16])[C:8]3=[CH:7][C:6]=2[CH:5]=1, predict the reactants needed to synthesize it. The reactants are: Br[C:2]1[C:10]2[N:9]3[CH:11]([CH3:17])[CH2:12][CH2:13][NH:14][C:15](=[O:16])[C:8]3=[CH:7][C:6]=2[CH:5]=[C:4]([F:18])[CH:3]=1.[F:19][C:20]1[CH:25]=[CH:24][C:23](B(O)O)=[CH:22][CH:21]=1. (2) The reactants are: C(OC(=O)[NH:7][C:8]1[N:13]=[CH:12][C:11]([C:14]2[N:15]=[C:16]([N:36]3[CH2:41][CH2:40][O:39][CH2:38][CH2:37]3)[C:17]3[N:23]=[CH:22][C:21]([C:24]4[CH:29]=[CH:28][CH:27]=[C:26]([NH:30][C:31]([CH:33]5[CH2:35][CH2:34]5)=[O:32])[CH:25]=4)=[CH:20][C:18]=3[N:19]=2)=[CH:10][N:9]=1)(C)(C)C.C(Cl)Cl.FC(F)(F)C(O)=O.CO. Given the product [NH2:7][C:8]1[N:13]=[CH:12][C:11]([C:14]2[N:15]=[C:16]([N:36]3[CH2:37][CH2:38][O:39][CH2:40][CH2:41]3)[C:17]3[N:23]=[CH:22][C:21]([C:24]4[CH:25]=[C:26]([NH:30][C:31]([CH:33]5[CH2:34][CH2:35]5)=[O:32])[CH:27]=[CH:28][CH:29]=4)=[CH:20][C:18]=3[N:19]=2)=[CH:10][N:9]=1, predict the reactants needed to synthesize it. (3) Given the product [C:1]([O:5][C:6](=[O:18])[CH2:7][CH2:8][CH2:9][CH2:10][CH2:11][CH2:12][CH2:13][CH2:14][CH2:15][CH2:16][N+:19]([O-:21])=[O:20])([CH3:4])([CH3:3])[CH3:2], predict the reactants needed to synthesize it. The reactants are: [C:1]([O:5][C:6](=[O:18])[CH2:7][CH2:8][CH2:9][CH2:10][CH2:11][CH2:12][CH2:13][CH2:14][CH2:15][CH2:16]Br)([CH3:4])([CH3:3])[CH3:2].[N:19]([O-:21])=[O:20].[Na+].C1(C=C(O)C=C(O)C=1)O. (4) Given the product [Cl:17][C:18]1[N:23]=[C:22]([NH:1][C:2]2[CH:3]=[C:4]([N:8]([CH3:16])[C:9](=[O:15])[O:10][C:11]([CH3:12])([CH3:13])[CH3:14])[CH:5]=[CH:6][CH:7]=2)[C:21]([F:25])=[CH:20][N:19]=1, predict the reactants needed to synthesize it. The reactants are: [NH2:1][C:2]1[CH:3]=[C:4]([N:8]([CH3:16])[C:9](=[O:15])[O:10][C:11]([CH3:14])([CH3:13])[CH3:12])[CH:5]=[CH:6][CH:7]=1.[Cl:17][C:18]1[N:23]=[C:22](Cl)[C:21]([F:25])=[CH:20][N:19]=1.CCN(C(C)C)C(C)C.CCCCCC.C(OCC)(=O)C. (5) Given the product [O:25]([C:14]1[N:15]=[C:16]([O:18][C:19]2[CH:24]=[CH:23][CH:22]=[CH:21][CH:20]=2)[N:17]=[C:12]([NH:11][C:7]2[CH:6]=[C:5]([CH2:4][OH:3])[CH:10]=[CH:9][CH:8]=2)[N:13]=1)[C:26]1[CH:31]=[CH:30][CH:29]=[CH:28][CH:27]=1, predict the reactants needed to synthesize it. The reactants are: C([O:3][C:4](=O)[C:5]1[CH:10]=[CH:9][CH:8]=[C:7]([NH:11][C:12]2[N:17]=[C:16]([O:18][C:19]3[CH:24]=[CH:23][CH:22]=[CH:21][CH:20]=3)[N:15]=[C:14]([O:25][C:26]3[CH:31]=[CH:30][CH:29]=[CH:28][CH:27]=3)[N:13]=2)[CH:6]=1)C.CC(C[AlH]CC(C)C)C.